This data is from Forward reaction prediction with 1.9M reactions from USPTO patents (1976-2016). The task is: Predict the product of the given reaction. Given the reactants Cl.[Cl:2][C:3]1[S:18][C:6]2[C:7]3([CH2:17][CH2:16][NH:15][CH2:14][CH2:13]3)[O:8][CH2:9][C:10]([F:12])([F:11])[C:5]=2[CH:4]=1.[F:19][C:20]1[CH:25]=[CH:24][CH:23]=[CH:22][C:21]=1[N:26]1[CH:30]=[C:29]([CH:31]=O)[C:28]([C:33]([O:35][CH2:36][CH3:37])=[O:34])=[N:27]1.CN1CCOCC1.C(O[BH-](OC(=O)C)OC(=O)C)(=O)C.[Na+], predict the reaction product. The product is: [Cl:2][C:3]1[S:18][C:6]2[C:7]3([O:8][CH2:9][C:10]([F:12])([F:11])[C:5]=2[CH:4]=1)[CH2:13][CH2:14][N:15]([CH2:31][C:29]1[C:28]([C:33]([O:35][CH2:36][CH3:37])=[O:34])=[N:27][N:26]([C:21]2[CH:22]=[CH:23][CH:24]=[CH:25][C:20]=2[F:19])[CH:30]=1)[CH2:16][CH2:17]3.